Regression. Given two drug SMILES strings and cell line genomic features, predict the synergy score measuring deviation from expected non-interaction effect. From a dataset of NCI-60 drug combinations with 297,098 pairs across 59 cell lines. (1) Drug 1: CNC(=O)C1=NC=CC(=C1)OC2=CC=C(C=C2)NC(=O)NC3=CC(=C(C=C3)Cl)C(F)(F)F. Drug 2: CC1C(C(CC(O1)OC2CC(CC3=C2C(=C4C(=C3O)C(=O)C5=C(C4=O)C(=CC=C5)OC)O)(C(=O)CO)O)N)O.Cl. Cell line: ACHN. Synergy scores: CSS=42.4, Synergy_ZIP=0.689, Synergy_Bliss=0.791, Synergy_Loewe=-20.7, Synergy_HSA=0.544. (2) Drug 1: CN1C2=C(C=C(C=C2)N(CCCl)CCCl)N=C1CCCC(=O)O.Cl. Drug 2: C(CN)CNCCSP(=O)(O)O. Cell line: 786-0. Synergy scores: CSS=2.40, Synergy_ZIP=0.000596, Synergy_Bliss=2.30, Synergy_Loewe=0.257, Synergy_HSA=1.61.